Dataset: Peptide-MHC class I binding affinity with 185,985 pairs from IEDB/IMGT. Task: Regression. Given a peptide amino acid sequence and an MHC pseudo amino acid sequence, predict their binding affinity value. This is MHC class I binding data. (1) The binding affinity (normalized) is 0.0717. The MHC is HLA-B18:01 with pseudo-sequence HLA-B18:01. The peptide sequence is GENQLYHFA. (2) The MHC is HLA-A69:01 with pseudo-sequence HLA-A69:01. The peptide sequence is FTARIIIFS. The binding affinity (normalized) is 0.0847. (3) The peptide sequence is ELRGLLKDV. The MHC is HLA-A02:12 with pseudo-sequence HLA-A02:12. The binding affinity (normalized) is 0.0847. (4) The peptide sequence is RYDDGQSIY. The MHC is HLA-A69:01 with pseudo-sequence HLA-A69:01. The binding affinity (normalized) is 0.0847. (5) The peptide sequence is EQKGIQAWW. The MHC is HLA-B44:02 with pseudo-sequence HLA-B44:02. The binding affinity (normalized) is 0.0847.